From a dataset of Catalyst prediction with 721,799 reactions and 888 catalyst types from USPTO. Predict which catalyst facilitates the given reaction. (1) Reactant: [Li+].[OH-].[CH3:3][C:4]1[C:13]2[C:8](=[CH:9][C:10]([C:14]([F:17])([F:16])[F:15])=[CH:11][CH:12]=2)[NH:7][C:6](=[O:18])[C:5]=1[C:19]([O:21]CC)=[O:20]. Product: [CH3:3][C:4]1[C:13]2[C:8](=[CH:9][C:10]([C:14]([F:16])([F:17])[F:15])=[CH:11][CH:12]=2)[NH:7][C:6](=[O:18])[C:5]=1[C:19]([OH:21])=[O:20]. The catalyst class is: 92. (2) Reactant: [NH2:1][C:2]1[CH:7]=[CH:6][C:5]([C:8]2[C:16]3[C:11](=[N:12][CH:13]=[N:14][C:15]=3[NH2:17])[N:10]([CH:18]3[CH2:23][CH2:22][N:21]([CH:24]4[CH2:29][CH2:28][N:27]([CH3:30])[CH2:26][CH2:25]4)[CH2:20][CH2:19]3)[N:9]=2)=[CH:4][C:3]=1[O:31][CH3:32].[CH3:33][N:34]([CH3:44])[C:35]1[CH:40]=[CH:39][C:38]([C:41](Cl)=[O:42])=[CH:37][CH:36]=1. Product: [NH2:17][C:15]1[N:14]=[CH:13][N:12]=[C:11]2[N:10]([CH:18]3[CH2:23][CH2:22][N:21]([CH:24]4[CH2:29][CH2:28][N:27]([CH3:30])[CH2:26][CH2:25]4)[CH2:20][CH2:19]3)[N:9]=[C:8]([C:5]3[CH:6]=[CH:7][C:2]([NH:1][C:41](=[O:42])[C:38]4[CH:37]=[CH:36][C:35]([N:34]([CH3:33])[CH3:44])=[CH:40][CH:39]=4)=[C:3]([O:31][CH3:32])[CH:4]=3)[C:16]=12. The catalyst class is: 529. (3) Reactant: [OH-].[Li+].[F:3][C:4]1[CH:5]=[N:6][C:7]([NH:15][C:16]2[S:20][N:19]=[C:18]([CH3:21])[CH:17]=2)=[C:8]([CH:14]=1)[C:9]([O:11]CC)=[O:10].Cl. Product: [F:3][C:4]1[CH:5]=[N:6][C:7]([NH:15][C:16]2[S:20][N:19]=[C:18]([CH3:21])[CH:17]=2)=[C:8]([CH:14]=1)[C:9]([OH:11])=[O:10]. The catalyst class is: 20. (4) Reactant: [OH:1][C@H:2]([C:15]1[CH:20]=[CH:19][CH:18]=[CH:17][CH:16]=1)[C@@H:3]([NH:7]C(=O)OC(C)(C)C)[CH2:4][CH2:5][CH3:6].O.[ClH:22]. Product: [ClH:22].[NH2:7][C@@H:3]([CH2:4][CH2:5][CH3:6])[C@@H:2]([C:15]1[CH:20]=[CH:19][CH:18]=[CH:17][CH:16]=1)[OH:1]. The catalyst class is: 13. (5) Reactant: [OH-].[K+].[O:3]=[C:4]1[CH2:10][CH2:9][N:8]([C:11]([O:13][CH2:14][C:15]2[CH:20]=[CH:19][CH:18]=[CH:17][CH:16]=2)=[O:12])[CH2:7][CH2:6][CH:5]1C(OCC)=O. Product: [O:3]=[C:4]1[CH2:5][CH2:6][CH2:7][N:8]([C:11]([O:13][CH2:14][C:15]2[CH:16]=[CH:17][CH:18]=[CH:19][CH:20]=2)=[O:12])[CH2:9][CH2:10]1. The catalyst class is: 97. (6) Reactant: Br[C:2]1[N:10]([CH2:11][O:12][CH2:13][CH2:14][Si:15]([CH3:18])([CH3:17])[CH3:16])[C:9]2[C:8](=[O:19])[N:7]([CH3:20])[C:6](=[O:21])[N:5]([CH3:22])[C:4]=2[N:3]=1.C(C1N=C(CSC2NC3C(=O)N(C)C(=O)N(C)C=3N=2)OC=1)C.C(=O)([O-])[O-].[K+].[K+].[F:51][C:52]([F:61])([F:60])[C:53]1[CH:54]=[C:55]([OH:59])[CH:56]=[CH:57][CH:58]=1. Product: [CH3:20][N:7]1[C:8](=[O:19])[C:9]2[N:10]([CH2:11][O:12][CH2:13][CH2:14][Si:15]([CH3:18])([CH3:17])[CH3:16])[C:2]([O:59][C:55]3[CH:56]=[CH:57][CH:58]=[C:53]([C:52]([F:51])([F:60])[F:61])[CH:54]=3)=[N:3][C:4]=2[N:5]([CH3:22])[C:6]1=[O:21]. The catalyst class is: 3.